Task: Predict the reaction yield, written as a fraction of the theoretical maximum amount of product (1.0 means a 100% yield; for example, 0.34 means a 34% yield).. Dataset: Reaction yield outcomes from USPTO patents with 853,638 reactions (1) The reactants are Br[C:2]1[CH:3]=[CH:4][C:5]([O:25][CH3:26])=[C:6]([C:8]([C:10]2[CH:15]=[CH:14][C:13]([NH:16][C:17]3[CH:22]=[CH:21][C:20]([F:23])=[CH:19][C:18]=3[F:24])=[CH:12][CH:11]=2)=[O:9])[CH:7]=1.[CH3:27][N:28]1[CH2:33][CH2:32][N:31]([CH2:34][C:35]#[CH:36])[CH2:30][CH2:29]1.C([O-])([O-])=O.[Cs+].[Cs+].C(N(CC)C(C)C)(C)C. The catalyst is COCCOCCOC.CC(OC)(C)C.Cl.Cl[Pd](Cl)([P](C1C=CC=CC=1)(C1C=CC=CC=1)C1C=CC=CC=1)[P](C1C=CC=CC=1)(C1C=CC=CC=1)C1C=CC=CC=1.[Cu]I. The product is [F:24][C:18]1[CH:19]=[C:20]([F:23])[CH:21]=[CH:22][C:17]=1[NH:16][C:13]1[CH:14]=[CH:15][C:10]([C:8]([C:6]2[CH:7]=[C:2]([C:36]#[C:35][CH2:34][N:31]3[CH2:32][CH2:33][N:28]([CH3:27])[CH2:29][CH2:30]3)[CH:3]=[CH:4][C:5]=2[O:25][CH3:26])=[O:9])=[CH:11][CH:12]=1. The yield is 0.320. (2) The reactants are [NH2:1][CH2:2][C@H:3]([OH:14])[CH2:4][N:5]1[CH2:13][C:12]2[C:7](=[CH:8][CH:9]=[CH:10][CH:11]=2)[CH2:6]1.N1[C:24]2[C:19](=[CH:20][CH:21]=[CH:22][C:23]=2[O:25][CH2:26][C:27](OCC)=[O:28])C=CC=1. The catalyst is CCO. The product is [OH:14][C@H:3]([CH2:4][N:5]1[CH2:13][C:12]2[C:7](=[CH:8][CH:9]=[CH:10][CH:11]=2)[CH2:6]1)[CH2:2][NH:1][C:27](=[O:28])[CH2:26][O:25][C:23]1[CH:24]=[CH:19][CH:20]=[CH:21][CH:22]=1. The yield is 0.310. (3) The reactants are Cl[C:2]1[C:7]([Cl:8])=[N:6][CH:5]=[CH:4][N:3]=1.[CH2:9]([N:16]1[CH2:21][CH2:20][CH:19]([NH2:22])[CH2:18][CH2:17]1)[C:10]1[CH:15]=[CH:14][CH:13]=[CH:12][CH:11]=1.C([O-])([O-])=O.[Na+].[Na+]. The catalyst is CN(C=O)C. The product is [CH2:9]([N:16]1[CH2:21][CH2:20][CH:19]([NH:22][C:2]2[C:7]([Cl:8])=[N:6][CH:5]=[CH:4][N:3]=2)[CH2:18][CH2:17]1)[C:10]1[CH:11]=[CH:12][CH:13]=[CH:14][CH:15]=1. The yield is 0.740. (4) The reactants are I[C:2]1[CH:6]=[C:5]([CH:7]2[CH2:10][N:9]([CH3:11])[CH2:8]2)[N:4]([CH:12]([CH3:14])[CH3:13])[N:3]=1.CC1(C)C(C)(C)OC([C:23]2[CH:24]=[C:25]([C:30]([F:33])([F:32])[F:31])[C:26]([NH2:29])=[N:27][CH:28]=2)O1.C(=O)([O-])[O-].[Cs+].[Cs+]. The catalyst is O1CCOCC1.O.[Pd](Cl)Cl.C1(P(C2C=CC=CC=2)[C-]2C=CC=C2)C=CC=CC=1.[C-]1(P(C2C=CC=CC=2)C2C=CC=CC=2)C=CC=C1.[Fe+2]. The product is [CH:12]([N:4]1[C:5]([CH:7]2[CH2:10][N:9]([CH3:11])[CH2:8]2)=[CH:6][C:2]([C:23]2[CH:24]=[C:25]([C:30]([F:33])([F:32])[F:31])[C:26]([NH2:29])=[N:27][CH:28]=2)=[N:3]1)([CH3:14])[CH3:13]. The yield is 0.160. (5) The reactants are [NH2:1][C:2]1[CH:35]=[CH:34][C:5]([O:6][C:7]2[CH:12]=[CH:11][N:10]=[C:9]3[N:13](CC4C=CC(OC)=CC=4)[N:14]=[C:15]([N:16]4[CH2:21][CH2:20][CH:19]([N:22]([CH3:24])[CH3:23])[CH2:18][CH2:17]4)[C:8]=23)=[C:4]([F:36])[CH:3]=1.[O:37]1[C:41]2[CH:42]=[CH:43][CH:44]=[CH:45][C:40]=2[N:39]=[C:38]1[CH2:46][C:47](O)=[O:48].C([O-])(O)=O.[Na+]. No catalyst specified. The product is [O:37]1[C:41]2[CH:42]=[CH:43][CH:44]=[CH:45][C:40]=2[N:39]=[C:38]1[CH2:46][C:47]([NH:1][C:2]1[CH:35]=[CH:34][C:5]([O:6][C:7]2[CH:12]=[CH:11][N:10]=[C:9]3[NH:13][N:14]=[C:15]([N:16]4[CH2:21][CH2:20][CH:19]([N:22]([CH3:24])[CH3:23])[CH2:18][CH2:17]4)[C:8]=23)=[C:4]([F:36])[CH:3]=1)=[O:48]. The yield is 0.800. (6) The reactants are Cl[CH2:2][C:3]1[NH:7][C:6]2[CH:8]=[C:9]([C:12]#[N:13])[CH:10]=[CH:11][C:5]=2[N:4]=1.[NH2:14][C:15]1[CH:20]=[CH:19][CH:18]=[CH:17][C:16]=1/[CH:21]=[CH:22]/[C:23]([O:25][CH3:26])=[O:24].C(=O)([O-])[O-].[K+].[K+]. The catalyst is C(#N)C. The product is [C:12]([C:9]1[CH:10]=[CH:11][C:5]2[N:4]=[C:3]([CH2:2][NH:14][C:15]3[CH:20]=[CH:19][CH:18]=[CH:17][C:16]=3/[CH:21]=[CH:22]/[C:23]([O:25][CH3:26])=[O:24])[NH:7][C:6]=2[CH:8]=1)#[N:13]. The yield is 0.500.